Dataset: Forward reaction prediction with 1.9M reactions from USPTO patents (1976-2016). Task: Predict the product of the given reaction. (1) Given the reactants [C:1]1([C:7]2[C:21]3[C:20]4[C:22]5[C:16]([CH:17]=[CH:18][CH:19]=4)=[C:15](B(O)O)[CH:14]=[CH:13][C:12]=5[C:11]=3[C:10]([C:26]3[CH:31]=[CH:30][CH:29]=[CH:28][CH:27]=3)=[C:9]3[CH:32]=[CH:33][CH:34]=[CH:35][C:8]=23)[CH:6]=[CH:5][CH:4]=[CH:3][CH:2]=1.Br[C:37]1[CH:46]=[CH:45][C:44]2[C:39](=[CH:40][CH:41]=[C:42]([Br:47])[CH:43]=2)[CH:38]=1, predict the reaction product. The product is: [Br:47][C:42]1[CH:43]=[C:44]2[C:39](=[CH:40][CH:41]=1)[CH:38]=[C:37]([C:15]1[CH:14]=[CH:13][C:12]3=[C:22]4[C:16]=1[CH:17]=[CH:18][CH:19]=[C:20]4[C:21]1[C:7]([C:1]4[CH:2]=[CH:3][CH:4]=[CH:5][CH:6]=4)=[C:8]4[CH:35]=[CH:34][CH:33]=[CH:32][C:9]4=[C:10]([C:26]4[CH:31]=[CH:30][CH:29]=[CH:28][CH:27]=4)[C:11]=13)[CH:46]=[CH:45]2. (2) Given the reactants F[C:2]1(F)[CH2:7][CH2:6][N:5]([C:8]([C:10]2[CH:15]=[CH:14][CH:13]=[C:12]([I:16])[CH:11]=2)=[O:9])[CH2:4][CH2:3]1.I[C:19]1[CH:20]=C(C=C[CH:27]=1)C(O)=O.C1C2C(=CC=CC=2)CCN1, predict the reaction product. The product is: [I:16][C:12]1[CH:11]=[C:10]([C:8]([N:5]2[CH2:4][C:3]3[C:7](=[CH:2][CH:27]=[CH:19][CH:20]=3)[CH2:6]2)=[O:9])[CH:15]=[CH:14][CH:13]=1.